This data is from Full USPTO retrosynthesis dataset with 1.9M reactions from patents (1976-2016). The task is: Predict the reactants needed to synthesize the given product. (1) Given the product [CH3:1][O:2][C:3]1[CH:21]=[CH:20][C:6]([C:7]([C:9]2[C:18](=[O:19])[C:17]3[C:12](=[N:13][CH:14]=[CH:15][CH:16]=3)[N:11]([CH2:24][C:25]3[CH:30]=[CH:29][CH:28]=[C:27]([C:31]([F:33])([F:32])[F:34])[N:26]=3)[CH:10]=2)=[O:8])=[CH:5][C:4]=1[CH3:22], predict the reactants needed to synthesize it. The reactants are: [CH3:1][O:2][C:3]1[CH:21]=[CH:20][C:6]([C:7]([C:9]2[C:18](=[O:19])[C:17]3[C:12](=[N:13][CH:14]=[CH:15][CH:16]=3)[NH:11][CH:10]=2)=[O:8])=[CH:5][C:4]=1[CH3:22].Br[CH2:24][C:25]1[CH:30]=[CH:29][CH:28]=[C:27]([C:31]([F:34])([F:33])[F:32])[N:26]=1. (2) Given the product [ClH:36].[CH3:1][O:2][C:3]1[CH:12]=[C:11]2[C:6]([N:7]=[CH:8][C:9](=[O:35])[N:10]2[CH2:13][CH2:14][N:15]2[CH2:20][CH2:19][CH:18]([NH:21][CH2:22][C:23]3[CH:32]=[C:31]([O:33][CH3:34])[C:26]4[O:27][CH2:28][CH2:29][O:30][C:25]=4[CH:24]=3)[CH2:17][CH2:16]2)=[CH:5][CH:4]=1, predict the reactants needed to synthesize it. The reactants are: [CH3:1][O:2][C:3]1[CH:12]=[C:11]2[C:6]([N:7]=[CH:8][C:9](=[O:35])[N:10]2[CH2:13][CH2:14][N:15]2[CH2:20][CH2:19][CH:18]([NH:21][CH2:22][C:23]3[CH:32]=[C:31]([O:33][CH3:34])[C:26]4[O:27][CH2:28][CH2:29][O:30][C:25]=4[CH:24]=3)[CH2:17][CH2:16]2)=[CH:5][CH:4]=1.[ClH:36].C(OCC)(=O)C. (3) Given the product [CH3:32]/[C:29](=[CH:28]\[C:2]1[CH:3]=[CH:4][CH:5]=[C:6]2[C:10]=1[NH:9][CH:8]=[C:7]2[C:11]1[CH:16]=[CH:15][N:14]=[C:13]([NH:17][CH:18]2[CH2:23][C:22]([CH3:24])([CH3:25])[NH:21][C:20]([CH3:27])([CH3:26])[CH2:19]2)[N:12]=1)/[C:30]#[N:31], predict the reactants needed to synthesize it. The reactants are: Cl[C:2]1[CH:3]=[CH:4][CH:5]=[C:6]2[C:10]=1[NH:9][CH:8]=[C:7]2[C:11]1[CH:16]=[CH:15][N:14]=[C:13]([NH:17][CH:18]2[CH2:23][C:22]([CH3:25])([CH3:24])[NH:21][C:20]([CH3:27])([CH3:26])[CH2:19]2)[N:12]=1.[CH3:28][C:29](=[CH2:32])[C:30]#[N:31].CCCC[N+](CCCC)(CCCC)CCCC.[F-]. (4) Given the product [CH3:16][C:15]1[CH:17]=[CH:18][C:12]([S:9]([O:8][CH2:7][CH:2]2[CH2:3][CH2:4][CH2:5][CH2:6][O:1]2)(=[O:11])=[O:10])=[CH:13][CH:14]=1, predict the reactants needed to synthesize it. The reactants are: [O:1]1[CH2:6][CH2:5][CH2:4][CH2:3][CH:2]1[CH2:7][OH:8].[S:9](Cl)([C:12]1[CH:18]=[CH:17][C:15]([CH3:16])=[CH:14][CH:13]=1)(=[O:11])=[O:10]. (5) Given the product [C:1]([C:3]1[CH:8]=[C:7]([CH3:9])[CH:6]=[CH:5][C:4]=1[C:10]1[CH:15]=[C:14]([C:16]2[CH:17]=[N:18][CH:19]=[CH:20][C:21]=2[C:22]#[N:23])[CH:13]=[C:12]([C:24]([NH:37][C@H:35]([CH3:36])[CH2:34][N:31]2[CH2:32][CH2:33][O:28][CH2:29][CH2:30]2)=[O:25])[CH:11]=1)#[N:2], predict the reactants needed to synthesize it. The reactants are: [C:1]([C:3]1[CH:8]=[C:7]([CH3:9])[CH:6]=[CH:5][C:4]=1[C:10]1[CH:15]=[C:14]([C:16]2[CH:17]=[N:18][CH:19]=[CH:20][C:21]=2[C:22]#[N:23])[CH:13]=[C:12]([C:24](O)=[O:25])[CH:11]=1)#[N:2].Cl.[O:28]1[CH2:33][CH2:32][N:31]([CH2:34][C@H:35]([NH2:37])[CH3:36])[CH2:30][CH2:29]1.F[P-](F)(F)(F)(F)F.C[N+](C)=C(N(C)C)ON1C2N=CC=CC=2N=N1.C(N(CC)C(C)C)(C)C. (6) Given the product [CH:1]1([C@@H:4]([C:11]2[CH:12]=[C:13]3[C:14]([CH2:17][CH2:36][CH:35]([C:32]4[CH:31]=[CH:30][C:29]([C:22]5[CH:23]=[C:24]([O:27][CH3:28])[CH:25]=[CH:26][C:21]=5[F:20])=[CH:34][N:33]=4)[O:19]3)=[CH:15][CH:16]=2)[C@H:5]([CH3:10])[C:6]([O:8][CH3:9])=[O:7])[CH2:3][CH2:2]1, predict the reactants needed to synthesize it. The reactants are: [CH:1]1([C@@H:4]([C:11]2[CH:16]=[CH:15][C:14]([CH2:17]O)=[C:13]([OH:19])[CH:12]=2)[C@H:5]([CH3:10])[C:6]([O:8][CH3:9])=[O:7])[CH2:3][CH2:2]1.[F:20][C:21]1[CH:26]=[CH:25][C:24]([O:27][CH3:28])=[CH:23][C:22]=1[C:29]1[CH:30]=[CH:31][C:32]([CH:35]=[CH2:36])=[N:33][CH:34]=1. (7) Given the product [CH3:8][C:7]([OH:27])([CH3:9])[C:1]1[CH:6]=[CH:5][CH:4]=[CH:3][CH:2]=1, predict the reactants needed to synthesize it. The reactants are: [C:1]1([CH:7]([CH3:9])[CH3:8])[CH:6]=[CH:5][CH:4]=[CH:3][CH:2]=1.[O-]O.C1(C(C)C)C=CC=CC=1.C1([OH:27])C=CC=CC=1. (8) Given the product [ClH:31].[CH3:30][N:28]([CH2:27][CH:22]1[CH2:21][CH2:20][C:19]2[CH:18]=[C:17]([NH:16][C:14]([C:11]3[CH:12]=[CH:13][C:8]([C:5]4[CH:4]=[CH:3][C:2]([F:1])=[CH:7][CH:6]=4)=[CH:9][CH:10]=3)=[O:15])[CH:26]=[CH:25][C:24]=2[CH2:23]1)[CH3:29], predict the reactants needed to synthesize it. The reactants are: [F:1][C:2]1[CH:7]=[CH:6][C:5]([C:8]2[CH:13]=[CH:12][C:11]([C:14]([NH:16][C:17]3[CH:26]=[CH:25][C:24]4[CH2:23][CH:22]([CH2:27][N:28]([CH3:30])[CH3:29])[CH2:21][CH2:20][C:19]=4[CH:18]=3)=[O:15])=[CH:10][CH:9]=2)=[CH:4][CH:3]=1.[ClH:31].C(OCC)(=O)C. (9) Given the product [CH3:1][C:2]1[CH:7]=[CH:6][C:5]([CH3:8])=[CH:4][C:3]=1[N:9]1[CH2:14][CH2:13][N:12]([C:15]([CH:17]2[CH2:18][N:19]([S:37]([C:32]3[CH:33]=[CH:34][CH:35]=[CH:36][N:31]=3)(=[O:39])=[O:38])[C:20](=[O:28])[N:21]2[C:22]2[CH:23]=[CH:24][CH:25]=[CH:26][CH:27]=2)=[O:16])[CH2:11][CH2:10]1, predict the reactants needed to synthesize it. The reactants are: [CH3:1][C:2]1[CH:7]=[CH:6][C:5]([CH3:8])=[CH:4][C:3]=1[N:9]1[CH2:14][CH2:13][N:12]([C:15]([CH:17]2[N:21]([C:22]3[CH:27]=[CH:26][CH:25]=[CH:24][CH:23]=3)[C:20](=[O:28])[NH:19][CH2:18]2)=[O:16])[CH2:11][CH2:10]1.[H-].[Na+].[N:31]1[CH:36]=[CH:35][CH:34]=[CH:33][C:32]=1[S:37](Cl)(=[O:39])=[O:38]. (10) Given the product [CH3:1][O:2][C:3]1[C:4]([O:36][CH3:37])=[CH:5][C:6]2[N:12]([C:13]([C:15]3[CH:20]=[CH:19][C:18]([C:21]4[CH:26]=[CH:25][CH:24]=[CH:23][C:22]=4[C:27]([F:30])([F:29])[F:28])=[C:17]([CH3:31])[CH:16]=3)=[O:14])[CH2:11][C:10]3=[CH:32][CH:33]=[C:34]([C:39]([N:53]4[CH2:58][CH2:57][C:56](=[O:59])[CH2:55][CH2:54]4)=[O:38])[N:9]3[CH2:8][C:7]=2[CH:35]=1, predict the reactants needed to synthesize it. The reactants are: [CH3:1][O:2][C:3]1[C:4]([O:36][CH3:37])=[CH:5][C:6]2[N:12]([C:13]([C:15]3[CH:20]=[CH:19][C:18]([C:21]4[CH:26]=[CH:25][CH:24]=[CH:23][C:22]=4[C:27]([F:30])([F:29])[F:28])=[C:17]([CH3:31])[CH:16]=3)=[O:14])[CH2:11][C:10]3=[CH:32][CH:33]=[CH:34][N:9]3[CH2:8][C:7]=2[CH:35]=1.[O:38]=[C:39](Cl)OC(Cl)(Cl)Cl.C(N(CC)CC)C.[NH:53]1[CH2:58][CH2:57][C:56](=[O:59])[CH2:55][CH2:54]1.